From a dataset of Full USPTO retrosynthesis dataset with 1.9M reactions from patents (1976-2016). Predict the reactants needed to synthesize the given product. Given the product [N:18]1[CH:19]=[CH:20][CH:21]=[C:16]([C:15]2[N:22]=[C:10]([C:8]3[CH:9]=[C:4]4[CH:3]=[CH:2][NH:1][C:5]4=[N:6][CH:7]=3)[O:12][N:14]=2)[CH:17]=1, predict the reactants needed to synthesize it. The reactants are: [NH:1]1[C:5]2=[N:6][CH:7]=[C:8]([C:10]([OH:12])=O)[CH:9]=[C:4]2[CH:3]=[CH:2]1.O[N:14]=[C:15]([NH2:22])[C:16]1[CH:21]=[CH:20][CH:19]=[N:18][CH:17]=1.N.